Dataset: Reaction yield outcomes from USPTO patents with 853,638 reactions. Task: Predict the reaction yield, written as a fraction of the theoretical maximum amount of product (1.0 means a 100% yield; for example, 0.34 means a 34% yield). (1) The reactants are [C:1]([O:5][C:6]([N:8]1[CH2:12][CH2:11][CH2:10][CH:9]1[C:13]1[N:14]([CH2:19][O:20][CH2:21][CH2:22][Si:23]([CH3:26])([CH3:25])[CH3:24])[CH:15]=[C:16](Br)[N:17]=1)=[O:7])([CH3:4])([CH3:3])[CH3:2].[Li]C(C)(C)C.[C:32](=[O:34])=[O:33]. The catalyst is C1COCC1. The product is [C:1]([O:5][C:6]([N:8]1[CH2:12][CH2:11][CH2:10][CH:9]1[C:13]1[N:14]([CH2:19][O:20][CH2:21][CH2:22][Si:23]([CH3:26])([CH3:25])[CH3:24])[CH:15]=[C:16]([C:32]([OH:34])=[O:33])[N:17]=1)=[O:7])([CH3:4])([CH3:3])[CH3:2]. The yield is 0.220. (2) The reactants are [Si:1]([O:8]S(C(F)(F)F)(=O)=O)([C:4]([CH3:7])([CH3:6])[CH3:5])([CH3:3])[CH3:2].O[C@@H:17]1[N:23]([C:24]([O:26][CH2:27][C:28]2[CH:33]=[CH:32][C:31]([NH:34][NH:35][CH:36]([CH3:52])[C:37]([NH:39][CH:40]([CH:49]([CH3:51])[CH3:50])[C:41](=[O:48])[C:42]([O:44][CH2:45][CH:46]=[CH2:47])=[O:43])=[O:38])=[CH:30][CH:29]=2)=[O:25])[C:22]2[CH:53]=[C:54]([O:59][Si:60]([CH:67]([CH3:69])[CH3:68])([CH:64]([CH3:66])[CH3:65])[CH:61]([CH3:63])[CH3:62])[C:55]([O:57][CH3:58])=[CH:56][C:21]=2[C:20](=[O:70])[N:19]2[CH:71]=[C:72]([CH3:74])[CH2:73][C@@H:18]12.N1C(C)=CC=CC=1C. The catalyst is ClCCl. The product is [Si:1]([O:8][C@@H:17]1[N:23]([C:24]([O:26][CH2:27][C:28]2[CH:29]=[CH:30][C:31]([NH:34][NH:35][CH:36]([CH3:52])[C:37]([NH:39][CH:40]([CH:49]([CH3:51])[CH3:50])[C:41](=[O:48])[C:42]([O:44][CH2:45][CH:46]=[CH2:47])=[O:43])=[O:38])=[CH:32][CH:33]=2)=[O:25])[C:22]2[CH:53]=[C:54]([O:59][Si:60]([CH:64]([CH3:66])[CH3:65])([CH:67]([CH3:68])[CH3:69])[CH:61]([CH3:62])[CH3:63])[C:55]([O:57][CH3:58])=[CH:56][C:21]=2[C:20](=[O:70])[N:19]2[CH:71]=[C:72]([CH3:74])[CH2:73][C@@H:18]12)([C:4]([CH3:7])([CH3:6])[CH3:5])([CH3:3])[CH3:2]. The yield is 0.650. (3) The product is [Cl:13][C:14]1[CH:19]=[CH:18][C:17]([C:20]([CH3:32])([CH3:31])[CH2:21][C@@:22]([C:26]([F:29])([F:28])[F:27])([OH:30])[CH2:23][C:24]#[CH:1])=[C:16]([S:33]([CH3:36])(=[O:35])=[O:34])[CH:15]=1. The yield is 0.890. The catalyst is CO.O. The reactants are [CH3:1]OP(C(=[N+]=[N-])C(=O)C)(=O)OC.[Cl:13][C:14]1[CH:19]=[CH:18][C:17]([C:20]([CH3:32])([CH3:31])[CH2:21][C@:22]([OH:30])([C:26]([F:29])([F:28])[F:27])[CH2:23][CH:24]=O)=[C:16]([S:33]([CH3:36])(=[O:35])=[O:34])[CH:15]=1.C(=O)([O-])[O-].[K+].[K+]. (4) The reactants are Cl[CH2:2][C:3]([C@@H:5]1[CH2:10][CH2:9][CH2:8][CH2:7][C@H:6]1[C:11]([O:13][CH3:14])=[O:12])=O.[F:15][C:16]1[CH:24]=[CH:23][C:19]([C:20]([NH2:22])=[O:21])=[CH:18][CH:17]=1. The catalyst is O1CCOCC1. The product is [F:15][C:16]1[CH:24]=[CH:23][C:19]([C:20]2[O:21][CH:2]=[C:3]([C@@H:5]3[CH2:10][CH2:9][CH2:8][CH2:7][C@H:6]3[C:11]([O:13][CH3:14])=[O:12])[N:22]=2)=[CH:18][CH:17]=1. The yield is 0.115. (5) The reactants are C(O)(C(F)(F)F)=O.COC1C=CC([CH2:14][N:15](C)[C:16]2[CH:25]=[C:24]3[C:19]([CH:20]=[C:21]([C:28]4[CH:33]=[C:32]([NH2:34])[CH:31]=[CH:30][C:29]=4[Cl:35])[C:22](=[O:27])[N:23]3[CH3:26])=[CH:18][N:17]=2)=CC=1. The catalyst is C(Cl)Cl. The product is [NH2:34][C:32]1[CH:31]=[CH:30][C:29]([Cl:35])=[C:28]([C:21]2[C:22](=[O:27])[N:23]([CH3:26])[C:24]3[C:19]([CH:20]=2)=[CH:18][N:17]=[C:16]([NH:15][CH3:14])[CH:25]=3)[CH:33]=1. The yield is 0.580. (6) The reactants are [NH2:1][CH2:2][CH2:3][C:4]1[CH:9]=[CH:8][C:7]([OH:10])=[CH:6][CH:5]=1.[CH3:11][C:12]([O:15][C:16](O[C:16]([O:15][C:12]([CH3:14])([CH3:13])[CH3:11])=[O:17])=[O:17])([CH3:14])[CH3:13]. The catalyst is C(Cl)Cl. The product is [C:12]([O:15][C:16](=[O:17])[NH:1][CH2:2][CH2:3][C:4]1[CH:9]=[CH:8][C:7]([OH:10])=[CH:6][CH:5]=1)([CH3:14])([CH3:13])[CH3:11]. The yield is 0.610.